This data is from Full USPTO retrosynthesis dataset with 1.9M reactions from patents (1976-2016). The task is: Predict the reactants needed to synthesize the given product. (1) Given the product [O:3]([CH2:10][C:11]1[S:12][C:13]2[C:14](=[O:21])[N:15]([CH2:22][C:23]3[CH:28]=[CH:27][CH:26]=[CH:25][CH:24]=3)[CH2:16][CH2:17][CH2:18][C:19]=2[N:20]=1)[C:4]1[CH:9]=[CH:8][CH:7]=[CH:6][CH:5]=1, predict the reactants needed to synthesize it. The reactants are: [H-].[Na+].[O:3]([CH2:10][C:11]1[S:12][C:13]2[C:14](=[O:21])[NH:15][CH2:16][CH2:17][CH2:18][C:19]=2[N:20]=1)[C:4]1[CH:9]=[CH:8][CH:7]=[CH:6][CH:5]=1.[CH2:22](Br)[C:23]1[CH:28]=[CH:27][CH:26]=[CH:25][CH:24]=1. (2) Given the product [ClH:36].[C:1]([O:4][CH2:5][CH2:6][CH2:7][C:8]1[C:16]2[C:11](=[CH:12][CH:13]=[CH:14][CH:15]=2)[NH:10][C:9]=1[CH:17]1[CH2:22][CH2:21][C:20]([N:29]([CH3:31])[CH3:30])([C:23]2[CH:28]=[CH:27][CH:26]=[CH:25][CH:24]=2)[CH2:19][CH2:18]1)(=[O:3])[CH3:2], predict the reactants needed to synthesize it. The reactants are: [C:1]([O:4][CH2:5][CH2:6][CH2:7][C:8]1[C:16]2[C:11](=[CH:12][CH:13]=[CH:14][CH:15]=2)[NH:10][C:9]=1[CH:17]1[CH2:22][CH2:21][C:20]([N:29]([CH3:31])[CH3:30])([C:23]2[CH:28]=[CH:27][CH:26]=[CH:25][CH:24]=2)[CH2:19][CH2:18]1)(=[O:3])[CH3:2].[Si]([Cl:36])(C)(C)C. (3) Given the product [Cl:1][C:2]1[CH:3]=[CH:4][C:5]([C:8]2[C:14]3[C:15]([CH3:19])=[C:16]([CH3:18])[S:17][C:13]=3[N:12]3[C:20]([CH3:23])=[N:21][N:22]=[C:11]3[C@@:10]3([CH2:25][C@H:24]3[C:26]([NH2:28])=[O:27])[N:9]=2)=[CH:6][CH:7]=1, predict the reactants needed to synthesize it. The reactants are: [Cl:1][C:2]1[CH:7]=[CH:6][C:5]([C:8]2[C:14]3[C:15]([CH3:19])=[C:16]([CH3:18])[S:17][C:13]=3[N:12]3[C:20]([CH3:23])=[N:21][N:22]=[C:11]3[C@@:10]3([CH2:25][C@H:24]3[C:26]([NH:28]CC)=[O:27])[N:9]=2)=[CH:4][CH:3]=1.[Cl-].[NH4+].